Dataset: NCI-60 drug combinations with 297,098 pairs across 59 cell lines. Task: Regression. Given two drug SMILES strings and cell line genomic features, predict the synergy score measuring deviation from expected non-interaction effect. (1) Drug 1: CC1=C(N=C(N=C1N)C(CC(=O)N)NCC(C(=O)N)N)C(=O)NC(C(C2=CN=CN2)OC3C(C(C(C(O3)CO)O)O)OC4C(C(C(C(O4)CO)O)OC(=O)N)O)C(=O)NC(C)C(C(C)C(=O)NC(C(C)O)C(=O)NCCC5=NC(=CS5)C6=NC(=CS6)C(=O)NCCC[S+](C)C)O. Drug 2: C1=CC=C(C(=C1)C(C2=CC=C(C=C2)Cl)C(Cl)Cl)Cl. Cell line: MCF7. Synergy scores: CSS=-5.34, Synergy_ZIP=3.84, Synergy_Bliss=11.8, Synergy_Loewe=-1.45, Synergy_HSA=2.31. (2) Drug 1: CCC1(CC2CC(C3=C(CCN(C2)C1)C4=CC=CC=C4N3)(C5=C(C=C6C(=C5)C78CCN9C7C(C=CC9)(C(C(C8N6C=O)(C(=O)OC)O)OC(=O)C)CC)OC)C(=O)OC)O.OS(=O)(=O)O. Drug 2: CC12CCC3C(C1CCC2O)C(CC4=C3C=CC(=C4)O)CCCCCCCCCS(=O)CCCC(C(F)(F)F)(F)F. Cell line: NCI-H460. Synergy scores: CSS=39.5, Synergy_ZIP=17.1, Synergy_Bliss=16.0, Synergy_Loewe=11.7, Synergy_HSA=15.5. (3) Drug 1: CC1=CC2C(CCC3(C2CCC3(C(=O)C)OC(=O)C)C)C4(C1=CC(=O)CC4)C. Drug 2: C1=CN(C(=O)N=C1N)C2C(C(C(O2)CO)O)O.Cl. Cell line: SK-MEL-5. Synergy scores: CSS=8.49, Synergy_ZIP=1.76, Synergy_Bliss=2.77, Synergy_Loewe=-17.9, Synergy_HSA=-6.72. (4) Drug 1: C1=CC(=CC=C1CC(C(=O)O)N)N(CCCl)CCCl.Cl. Drug 2: CN(CCCl)CCCl.Cl. Cell line: DU-145. Synergy scores: CSS=1.93, Synergy_ZIP=-3.68, Synergy_Bliss=-6.59, Synergy_Loewe=-13.4, Synergy_HSA=-9.15. (5) Drug 1: C1C(C(OC1N2C=NC3=C(N=C(N=C32)Cl)N)CO)O. Drug 2: CCC1(CC2CC(C3=C(CCN(C2)C1)C4=CC=CC=C4N3)(C5=C(C=C6C(=C5)C78CCN9C7C(C=CC9)(C(C(C8N6C)(C(=O)OC)O)OC(=O)C)CC)OC)C(=O)OC)O.OS(=O)(=O)O. Cell line: HT29. Synergy scores: CSS=30.8, Synergy_ZIP=-1.82, Synergy_Bliss=-2.35, Synergy_Loewe=-0.0346, Synergy_HSA=-2.14. (6) Drug 1: CC1=C2C(C(=O)C3(C(CC4C(C3C(C(C2(C)C)(CC1OC(=O)C(C(C5=CC=CC=C5)NC(=O)OC(C)(C)C)O)O)OC(=O)C6=CC=CC=C6)(CO4)OC(=O)C)OC)C)OC. Drug 2: C1=NC2=C(N=C(N=C2N1C3C(C(C(O3)CO)O)O)F)N. Cell line: ACHN. Synergy scores: CSS=36.1, Synergy_ZIP=2.33, Synergy_Bliss=2.09, Synergy_Loewe=-2.25, Synergy_HSA=3.20.